This data is from Catalyst prediction with 721,799 reactions and 888 catalyst types from USPTO. The task is: Predict which catalyst facilitates the given reaction. Reactant: Cl[C:2]1[C:7]([C:8]#[N:9])=[CH:6][CH:5]=[CH:4][N:3]=1.C(=O)([O-])[O-].[K+].[K+].[CH2:16]([CH2:18][NH2:19])[OH:17]. Product: [C:8]([C:7]1[C:2]([NH:19][CH2:18][CH2:16][OH:17])=[N:3][CH:4]=[CH:5][CH:6]=1)#[N:9]. The catalyst class is: 12.